Dataset: NCI-60 drug combinations with 297,098 pairs across 59 cell lines. Task: Regression. Given two drug SMILES strings and cell line genomic features, predict the synergy score measuring deviation from expected non-interaction effect. (1) Drug 1: COC1=C2C(=CC3=C1OC=C3)C=CC(=O)O2. Drug 2: CC1C(C(CC(O1)OC2CC(CC3=C2C(=C4C(=C3O)C(=O)C5=CC=CC=C5C4=O)O)(C(=O)C)O)N)O. Cell line: SN12C. Synergy scores: CSS=36.0, Synergy_ZIP=-1.52, Synergy_Bliss=-3.07, Synergy_Loewe=-10.2, Synergy_HSA=-0.284. (2) Drug 1: C1=CC(=C2C(=C1NCCNCCO)C(=O)C3=C(C=CC(=C3C2=O)O)O)NCCNCCO. Drug 2: CCCCCOC(=O)NC1=NC(=O)N(C=C1F)C2C(C(C(O2)C)O)O. Synergy scores: CSS=37.1, Synergy_ZIP=4.86, Synergy_Bliss=6.15, Synergy_Loewe=-31.4, Synergy_HSA=4.07. Cell line: HT29. (3) Drug 1: CC1=C2C(C(=O)C3(C(CC4C(C3C(C(C2(C)C)(CC1OC(=O)C(C(C5=CC=CC=C5)NC(=O)OC(C)(C)C)O)O)OC(=O)C6=CC=CC=C6)(CO4)OC(=O)C)OC)C)OC. Drug 2: CC=C1C(=O)NC(C(=O)OC2CC(=O)NC(C(=O)NC(CSSCCC=C2)C(=O)N1)C(C)C)C(C)C. Cell line: ACHN. Synergy scores: CSS=36.8, Synergy_ZIP=-8.16, Synergy_Bliss=-9.91, Synergy_Loewe=-6.91, Synergy_HSA=-4.87. (4) Drug 1: C1CC(=O)NC(=O)C1N2CC3=C(C2=O)C=CC=C3N. Drug 2: CC1CCCC2(C(O2)CC(NC(=O)CC(C(C(=O)C(C1O)C)(C)C)O)C(=CC3=CSC(=N3)C)C)C. Cell line: MDA-MB-435. Synergy scores: CSS=11.5, Synergy_ZIP=1.47, Synergy_Bliss=8.56, Synergy_Loewe=6.33, Synergy_HSA=5.76. (5) Drug 1: CN1C2=C(C=C(C=C2)N(CCCl)CCCl)N=C1CCCC(=O)O.Cl. Drug 2: CC1=C(C(=O)C2=C(C1=O)N3CC4C(C3(C2COC(=O)N)OC)N4)N. Cell line: UO-31. Synergy scores: CSS=15.4, Synergy_ZIP=-3.76, Synergy_Bliss=-3.00, Synergy_Loewe=-45.7, Synergy_HSA=-3.74. (6) Drug 1: CC1CCC2CC(C(=CC=CC=CC(CC(C(=O)C(C(C(=CC(C(=O)CC(OC(=O)C3CCCCN3C(=O)C(=O)C1(O2)O)C(C)CC4CCC(C(C4)OC)OCCO)C)C)O)OC)C)C)C)OC. Drug 2: C(CC(=O)O)C(=O)CN.Cl. Cell line: SK-MEL-28. Synergy scores: CSS=23.9, Synergy_ZIP=-4.83, Synergy_Bliss=0.984, Synergy_Loewe=-3.11, Synergy_HSA=1.78. (7) Drug 1: CC1C(C(CC(O1)OC2CC(CC3=C2C(=C4C(=C3O)C(=O)C5=C(C4=O)C(=CC=C5)OC)O)(C(=O)C)O)N)O.Cl. Drug 2: CNC(=O)C1=NC=CC(=C1)OC2=CC=C(C=C2)NC(=O)NC3=CC(=C(C=C3)Cl)C(F)(F)F. Cell line: DU-145. Synergy scores: CSS=21.9, Synergy_ZIP=6.29, Synergy_Bliss=7.57, Synergy_Loewe=2.52, Synergy_HSA=8.31.